This data is from CYP1A2 inhibition data for predicting drug metabolism from PubChem BioAssay. The task is: Regression/Classification. Given a drug SMILES string, predict its absorption, distribution, metabolism, or excretion properties. Task type varies by dataset: regression for continuous measurements (e.g., permeability, clearance, half-life) or binary classification for categorical outcomes (e.g., BBB penetration, CYP inhibition). Dataset: cyp1a2_veith. (1) The drug is Cc1ccc(C)n1N1C(=O)/C(=C\c2ccc(Cl)cc2)SC1=S. The result is 1 (inhibitor). (2) The molecule is COc1ccc(-n2c(=O)c(-c3cc(F)cc(F)c3)nc3cnc(N(C)C)nc32)cc1. The result is 0 (non-inhibitor). (3) The molecule is CN(C)Cc1ccccc1-c1ccc2ncnc(NC3CCNCC3)c2c1. The result is 0 (non-inhibitor). (4) The molecule is COCCn1c(=O)cnc2cnc(OCc3ccccc3)nc21. The result is 1 (inhibitor).